Dataset: Full USPTO retrosynthesis dataset with 1.9M reactions from patents (1976-2016). Task: Predict the reactants needed to synthesize the given product. (1) Given the product [CH:33]1([NH:39][C:20](=[O:22])[C:19]2[CH:23]=[CH:24][CH:25]=[C:17]([NH:16][C:11]3[CH2:12][CH2:13][C:14](=[O:15])[C:10]=3[CH3:9])[CH:18]=2)[CH2:38][CH2:37][CH2:36][CH2:35][CH2:34]1, predict the reactants needed to synthesize it. The reactants are: C(OC(Cl)=O)C(C)C.[CH3:9][C:10]1[C:14](=[O:15])[CH2:13][CH2:12][C:11]=1[NH:16][C:17]1[CH:18]=[C:19]([CH:23]=[CH:24][CH:25]=1)[C:20]([OH:22])=O.CN1CCOCC1.[CH:33]1([NH2:39])[CH2:38][CH2:37][CH2:36][CH2:35][CH2:34]1. (2) Given the product [CH:1]1([N:6]2[C:10]3[CH:11]=[CH:12][C:13]([NH2:15])=[C:14]([Br:16])[C:9]=3[N:8]=[CH:7]2)[CH2:2][CH2:3][CH2:4][CH2:5]1, predict the reactants needed to synthesize it. The reactants are: [CH:1]1([N:6]2[C:10]3[CH:11]=[CH:12][C:13]([NH2:15])=[CH:14][C:9]=3[N:8]=[CH:7]2)[CH2:5][CH2:4][CH2:3][CH2:2]1.[Br:16]Br.N.CO.C(Cl)Cl. (3) Given the product [CH3:11][O:10][C:9]1[C:4]([N+:1]([O-:3])=[O:2])=[N:5][CH:6]=[CH:7][CH:8]=1, predict the reactants needed to synthesize it. The reactants are: [N+:1]([C:4]1[C:9]([OH:10])=[CH:8][CH:7]=[CH:6][N:5]=1)([O-:3])=[O:2].[C:11](=O)([O-])[O-].[K+].[K+].CI. (4) Given the product [CH3:8][C:6]1[N:7]=[C:2]([S:12][CH2:13][CH2:14][OH:15])[CH:3]=[CH:4][C:5]=1[N+:9]([O-:11])=[O:10], predict the reactants needed to synthesize it. The reactants are: Cl[C:2]1[N:7]=[C:6]([CH3:8])[C:5]([N+:9]([O-:11])=[O:10])=[CH:4][CH:3]=1.[SH:12][CH2:13][CH2:14][OH:15].[OH-].[K+].